This data is from Forward reaction prediction with 1.9M reactions from USPTO patents (1976-2016). The task is: Predict the product of the given reaction. (1) Given the reactants [F:1][C:2]1[C:7]([F:8])=[CH:6][CH:5]=[CH:4][C:3]=1[CH2:9][S:10][C:11]1[N:20]=[C:19](SCC2C=CC=C(F)C=2F)[C:18]2[C:13](=[N:14][C:15]([NH2:31])=[CH:16][N:17]=2)[N:12]=1.[NH2:32][C@@H:33]([CH2:35][OH:36])[CH3:34], predict the reaction product. The product is: [NH3:12].[NH2:31][C:15]1[N:14]=[C:13]2[C:18]([C:19]([NH:32][C@H:33]([CH3:34])[CH2:35][OH:36])=[N:20][C:11]([S:10][CH2:9][C:3]3[CH:4]=[CH:5][CH:6]=[C:7]([F:8])[C:2]=3[F:1])=[N:12]2)=[N:17][CH:16]=1. (2) Given the reactants Br[C:2]1[CH:3]=[C:4]2[C:9](=[CH:10][CH:11]=1)[NH:8][C:7](=[O:12])[C:6]([C:13](=[O:22])[CH:14]=[CH:15][C:16]1[CH:21]=[CH:20][CH:19]=[CH:18][CH:17]=1)=[C:5]2[C:23]1[CH:24]=[N:25][CH:26]=[CH:27][CH:28]=1.[CH3:29][C:30]1[C:34](B(O)O)=[C:33]([CH3:38])[O:32][N:31]=1.CN(C1CCCCC1)C1CCCCC1.[OH-].[Na+], predict the reaction product. The product is: [C:13]([C:6]1[C:7](=[O:12])[NH:8][C:9]2[C:4]([C:5]=1[C:23]1[CH:24]=[N:25][CH:26]=[CH:27][CH:28]=1)=[CH:3][C:2]([C:34]1[C:30]([CH3:29])=[N:31][O:32][C:33]=1[CH3:38])=[CH:11][CH:10]=2)(=[O:22])[CH:14]=[CH:15][C:16]1[CH:21]=[CH:20][CH:19]=[CH:18][CH:17]=1. (3) Given the reactants [CH3:1][C:2]1[CH:7]=[CH:6][CH:5]=[C:4]([CH3:8])[C:3]=1[NH:9][C:10](=[O:22])[CH2:11][N:12]1[CH2:17][CH2:16][N:15]([C:18](=[O:21])[CH2:19]Cl)[CH2:14][CH2:13]1.[Cl:23][C:24]1[CH:29]=[CH:28][CH:27]=[CH:26][C:25]=1[OH:30].C(=O)([O-])[O-].[K+].[K+], predict the reaction product. The product is: [CH3:1][C:2]1[CH:7]=[CH:6][CH:5]=[C:4]([CH3:8])[C:3]=1[NH:9][C:10](=[O:22])[CH2:11][N:12]1[CH2:17][CH2:16][N:15]([C:18](=[O:21])[CH2:19][O:30][C:25]2[CH:26]=[CH:27][CH:28]=[CH:29][C:24]=2[Cl:23])[CH2:14][CH2:13]1. (4) Given the reactants Br[C:2]1[C:7](=[O:8])[N:6]([CH2:9][C:10]2[CH:15]=[CH:14][C:13]([C:16]3[C:17]([C:22]#[N:23])=[CH:18][CH:19]=[CH:20][CH:21]=3)=[CH:12][CH:11]=2)[C:5]([CH2:24][CH2:25][CH3:26])=[N:4][C:3]=1[CH2:27][CH3:28].[CH:29]1([CH2:32][O:33][C:34]2[N:39]=[CH:38][C:37](B(O)O)=[CH:36][CH:35]=2)[CH2:31][CH2:30]1.C(=O)([O-])[O-].[Cs+].[Cs+].O1CCOCC1, predict the reaction product. The product is: [CH:29]1([CH2:32][O:33][C:34]2[N:39]=[CH:38][C:37]([C:2]3[C:7](=[O:8])[N:6]([CH2:9][C:10]4[CH:15]=[CH:14][C:13]([C:16]5[C:17]([C:22]#[N:23])=[CH:18][CH:19]=[CH:20][CH:21]=5)=[CH:12][CH:11]=4)[C:5]([CH2:24][CH2:25][CH3:26])=[N:4][C:3]=3[CH2:27][CH3:28])=[CH:36][CH:35]=2)[CH2:30][CH2:31]1. (5) The product is: [O:20]([CH2:19][C:11]1([CH2:10][CH2:9][OH:8])[CH2:12][O:13][C:14]([CH3:18])([CH3:17])[O:15][CH2:16]1)[Si:21]([C:34]([CH3:37])([CH3:36])[CH3:35])([C:22]1[CH:27]=[CH:26][CH:25]=[CH:24][CH:23]=1)[C:28]1[CH:33]=[CH:32][CH:31]=[CH:30][CH:29]=1. Given the reactants C([O:8][CH2:9][CH2:10][C:11]1([CH2:19][O:20][Si:21]([C:34]([CH3:37])([CH3:36])[CH3:35])([C:28]2[CH:33]=[CH:32][CH:31]=[CH:30][CH:29]=2)[C:22]2[CH:27]=[CH:26][CH:25]=[CH:24][CH:23]=2)[CH2:16][O:15][C:14]([CH3:18])([CH3:17])[O:13][CH2:12]1)C1C=CC=CC=1, predict the reaction product. (6) The product is: [O:15]=[C:11]([CH3:10])[CH2:12][C:13]([NH:2][C@H:3]([C:4]([O:6][CH2:7][CH3:8])=[O:5])[CH3:9])=[O:14]. Given the reactants Cl.[NH2:2][C@@H:3]([CH3:9])[C:4]([O:6][CH2:7][CH3:8])=[O:5].[CH2:10]=[C:11]1[O:15][C:13](=[O:14])[CH2:12]1.C([O-])(O)=O.[Na+], predict the reaction product. (7) The product is: [NH2:26][C:24]1[CH:23]=[CH:22][C:20]2[NH:21][C:16]([C:7]3[C:6](=[O:36])[C:5]([CH2:4][CH:1]4[CH2:2][CH2:3]4)([CH3:37])[C:14]4[C:9]([C:8]=3[OH:15])=[CH:10][CH:11]=[CH:12][CH:13]=4)=[N:17][S:18](=[O:35])(=[O:34])[C:19]=2[CH:25]=1. Given the reactants [CH:1]1([CH2:4][C:5]2([CH3:37])[C:14]3[C:9](=[CH:10][CH:11]=[CH:12][CH:13]=3)[C:8]([OH:15])=[C:7]([C:16]3[NH:21][C:20]4[CH:22]=[CH:23][C:24]([NH:26]C(=O)OC(C)(C)C)=[CH:25][C:19]=4[S:18](=[O:35])(=[O:34])[N:17]=3)[C:6]2=[O:36])[CH2:3][CH2:2]1.FC(F)(F)C(O)=O, predict the reaction product. (8) The product is: [N:12]1([CH2:17][CH2:18][NH:19][C:20]([C:22]2[C:26]([CH3:27])=[C:25]([CH:28]=[C:5]3[C:4]4[C:8](=[CH:9][CH:10]=[C:2]([Br:1])[CH:3]=4)[NH:7][C:6]3=[O:11])[NH:24][C:23]=2[CH3:30])=[O:21])[CH2:16][CH2:15][CH2:14][CH2:13]1. Given the reactants [Br:1][C:2]1[CH:3]=[C:4]2[C:8](=[CH:9][CH:10]=1)[NH:7][C:6](=[O:11])[CH2:5]2.[N:12]1([CH2:17][CH2:18][NH:19][C:20]([C:22]2[C:26]([CH3:27])=[C:25]([CH:28]=O)[NH:24][C:23]=2[CH3:30])=[O:21])[CH2:16][CH2:15][CH2:14][CH2:13]1, predict the reaction product.